Task: Predict the reaction yield, written as a fraction of the theoretical maximum amount of product (1.0 means a 100% yield; for example, 0.34 means a 34% yield).. Dataset: Reaction yield outcomes from USPTO patents with 853,638 reactions (1) The reactants are [F:1][C:2]([F:20])([F:19])[C:3]1[CH:8]=[CH:7][C:6]([CH:9]2[C:14]3[N:15]=[CH:16][N:17]=[CH:18][C:13]=3[CH2:12][CH2:11][NH:10]2)=[CH:5][CH:4]=1.[F:21][C:22]1[CH:27]=[CH:26][C:25]([N:28]=[C:29]=[O:30])=[CH:24][CH:23]=1. The catalyst is ClCCCl. The product is [F:21][C:22]1[CH:27]=[CH:26][C:25]([NH:28][C:29]([N:10]2[CH2:11][CH2:12][C:13]3[CH:18]=[N:17][CH:16]=[N:15][C:14]=3[CH:9]2[C:6]2[CH:7]=[CH:8][C:3]([C:2]([F:1])([F:19])[F:20])=[CH:4][CH:5]=2)=[O:30])=[CH:24][CH:23]=1. The yield is 0.580. (2) The reactants are C([O:8][C:9]1[CH:14]=[CH:13][C:12]([C:15]2[C:16](=[O:30])[N:17]([CH3:29])[C:18]([NH:21][C:22]3[CH:27]=[CH:26][C:25]([F:28])=[CH:24][CH:23]=3)=[N:19][CH:20]=2)=[CH:11][C:10]=1[F:31])C1C=CC=CC=1. The catalyst is C(O)(C(F)(F)F)=O. The product is [F:31][C:10]1[CH:11]=[C:12]([C:15]2[C:16](=[O:30])[N:17]([CH3:29])[C:18]([NH:21][C:22]3[CH:27]=[CH:26][C:25]([F:28])=[CH:24][CH:23]=3)=[N:19][CH:20]=2)[CH:13]=[CH:14][C:9]=1[OH:8]. The yield is 0.820. (3) The reactants are [CH3:1][O:2][C:3]1[CH:8]=[CH:7][CH:6]=[CH:5][C:4]=1[C:9]1[CH:17]=[C:16]2[C:12]([CH2:13][C:14](=[O:18])[NH:15]2)=[CH:11][CH:10]=1.[CH3:19][N:20]([CH3:40])[CH2:21][CH2:22][NH:23][C:24]([C:26]1[C:30]([C:31]2[CH:36]=[CH:35][CH:34]=[CH:33][CH:32]=2)=[C:29]([CH:37]=O)[NH:28][C:27]=1[CH3:39])=[O:25]. No catalyst specified. The product is [CH3:19][N:20]([CH3:40])[CH2:21][CH2:22][NH:23][C:24]([C:26]1[C:30]([C:31]2[CH:36]=[CH:35][CH:34]=[CH:33][CH:32]=2)=[C:29]([CH:37]=[C:13]2[C:12]3[C:16](=[CH:17][C:9]([C:4]4[CH:5]=[CH:6][CH:7]=[CH:8][C:3]=4[O:2][CH3:1])=[CH:10][CH:11]=3)[NH:15][C:14]2=[O:18])[NH:28][C:27]=1[CH3:39])=[O:25]. The yield is 0.440.